From a dataset of Forward reaction prediction with 1.9M reactions from USPTO patents (1976-2016). Predict the product of the given reaction. (1) Given the reactants [C:1]([C:5]1[CH:6]=[C:7]2[C:12](=[CH:13][C:14]=1[S:15]C#N)[NH:11][C:10](=[O:18])[C:9](=[O:19])[NH:8]2)([CH3:4])([CH3:3])[CH3:2].S.[Na].[BH4-].[Na+].CO, predict the reaction product. The product is: [C:1]([C:5]1[CH:6]=[C:7]2[C:12](=[CH:13][C:14]=1[SH:15])[NH:11][C:10](=[O:18])[C:9](=[O:19])[NH:8]2)([CH3:4])([CH3:2])[CH3:3]. (2) Given the reactants [NH2:1][C:2]1[CH:10]=[CH:9][C:5]([C:6]([OH:8])=[O:7])=[CH:4][C:3]=1[N+:11]([O-:13])=[O:12].CO.[CH3:16][CH2:17]O, predict the reaction product. The product is: [NH2:1][C:2]1[CH:10]=[CH:9][C:5]([C:6]([O:8][CH2:16][CH3:17])=[O:7])=[CH:4][C:3]=1[N+:11]([O-:13])=[O:12]. (3) Given the reactants [OH-].[Na+].[CH:3]1([C:6]2[C:11]([C:12]3[CH:17]=[CH:16][C:15]([F:18])=[CH:14][C:13]=3[F:19])=[C:10]([F:20])[C:9]([O:21][CH3:22])=[C:8]([CH2:23][N:24]3[CH2:27][C:26]4([CH2:31][C:30]([N:32]5[CH2:37][CH2:36][C:35]([CH3:43])([C:38]([O:40]CC)=[O:39])[CH2:34][CH2:33]5)=[N:29][O:28]4)[CH2:25]3)[CH:7]=2)[CH2:5][CH2:4]1, predict the reaction product. The product is: [CH:3]1([C:6]2[C:11]([C:12]3[CH:17]=[CH:16][C:15]([F:18])=[CH:14][C:13]=3[F:19])=[C:10]([F:20])[C:9]([O:21][CH3:22])=[C:8]([CH2:23][N:24]3[CH2:27][C:26]4([CH2:31][C:30]([N:32]5[CH2:33][CH2:34][C:35]([CH3:43])([C:38]([OH:40])=[O:39])[CH2:36][CH2:37]5)=[N:29][O:28]4)[CH2:25]3)[CH:7]=2)[CH2:5][CH2:4]1. (4) Given the reactants [CH3:1][N:2]1[C:7]2[S:8][C:9]([C:11]#[C:12][CH2:13][O:14][CH:15]3[CH2:20][CH2:19][CH2:18][CH2:17][O:16]3)=[CH:10][C:6]=2[C:5](=[O:21])[CH2:4][S:3]1(=[O:23])=[O:22].C(N(CC)CC)C.[Cl:31][C:32]1[CH:41]=[CH:40][C:35]([CH2:36][N:37]=[C:38]=[O:39])=[CH:34][CH:33]=1, predict the reaction product. The product is: [Cl:31][C:32]1[CH:33]=[CH:34][C:35]([CH2:36][NH:37][C:38]([C:4]2[S:3](=[O:22])(=[O:23])[N:2]([CH3:1])[C:7]3[S:8][C:9]([C:11]#[C:12][CH2:13][O:14][CH:15]4[CH2:20][CH2:19][CH2:18][CH2:17][O:16]4)=[CH:10][C:6]=3[C:5]=2[OH:21])=[O:39])=[CH:40][CH:41]=1. (5) Given the reactants [O:1]=[C:2]([C:15]1[CH:20]=[CH:19][CH:18]=[CH:17][CH:16]=1)[CH2:3][CH:4]([C:9]1[CH:14]=[CH:13][CH:12]=[CH:11][CH:10]=1)[CH2:5][C:6]([OH:8])=[O:7].[CH3:21]C(C)=O.C(#N)C, predict the reaction product. The product is: [CH3:21][O:7][C:6](=[O:8])[CH2:5][CH:4]([C:9]1[CH:10]=[CH:11][CH:12]=[CH:13][CH:14]=1)[CH2:3][C:2](=[O:1])[C:15]1[CH:20]=[CH:19][CH:18]=[CH:17][CH:16]=1. (6) Given the reactants [OH:1][CH:2]1[CH2:7][CH2:6][C:5]2([C:11]3[CH:12]=[CH:13][CH:14]=[CH:15][C:10]=3[C:9](=[O:16])[O:8]2)[CH2:4][CH2:3]1.C(N(CC)CC)C.[CH3:24][S:25](Cl)(=[O:27])=[O:26], predict the reaction product. The product is: [CH3:24][S:25]([O:1][CH:2]1[CH2:3][CH2:4][C:5]2([C:11]3[CH:12]=[CH:13][CH:14]=[CH:15][C:10]=3[C:9](=[O:16])[O:8]2)[CH2:6][CH2:7]1)(=[O:27])=[O:26]. (7) Given the reactants [CH2:1]([O:3][C:4]([C:6]1[CH2:7][N:8](CC2C=CC=CC=2)[CH2:9][CH2:10][C:11]=1[C:12]1[CH:17]=[CH:16][C:15]([C:18]2[CH:23]=[CH:22][CH:21]=[CH:20][CH:19]=2)=[CH:14][CH:13]=1)=[O:5])[CH3:2].C(O)(=O)C.[H][H], predict the reaction product. The product is: [CH2:1]([O:3][C:4]([C@H:6]1[C@@H:11]([C:12]2[CH:13]=[CH:14][C:15]([C:18]3[CH:19]=[CH:20][CH:21]=[CH:22][CH:23]=3)=[CH:16][CH:17]=2)[CH2:10][CH2:9][NH:8][CH2:7]1)=[O:5])[CH3:2]. (8) Given the reactants C[N:2]([CH2:10][C:11]1[CH:15]=[C:14]([C:16]2[CH:21]=[CH:20][CH:19]=[CH:18][CH:17]=2)[NH:13][CH:12]=1)[C:3](=O)OC(C)(C)C.[H-].[Na+].[CH3:24][O:25][C:26]1[CH:27]=[C:28]([S:32]([Cl:35])(=[O:34])=[O:33])[CH:29]=[CH:30][CH:31]=1, predict the reaction product. The product is: [ClH:35].[CH3:24][O:25][C:26]1[CH:27]=[C:28]([S:32]([N:13]2[C:14]([C:16]3[CH:17]=[CH:18][CH:19]=[CH:20][CH:21]=3)=[CH:15][C:11]([CH2:10][NH:2][CH3:3])=[CH:12]2)(=[O:34])=[O:33])[CH:29]=[CH:30][CH:31]=1.